Dataset: Forward reaction prediction with 1.9M reactions from USPTO patents (1976-2016). Task: Predict the product of the given reaction. (1) Given the reactants [F:1][C:2]([F:45])([CH:6]1[C@H:11]([O:12][CH2:13][C:14]2[CH:19]=[CH:18][CH:17]=[CH:16][CH:15]=2)[C@@H:10]([O:20][CH2:21][C:22]2[CH:27]=[CH:26][CH:25]=[CH:24][CH:23]=2)[C@H:9]([O:28][CH2:29][C:30]2[CH:35]=[CH:34][CH:33]=[CH:32][CH:31]=2)[C@@H:8]([CH2:36][O:37][CH2:38][C:39]2[CH:44]=[CH:43][CH:42]=[CH:41][CH:40]=2)[O:7]1)[C:3](O)=[O:4], predict the reaction product. The product is: [F:45][C:2]([F:1])([C@H:6]1[C@H:11]([O:12][CH2:13][C:14]2[CH:15]=[CH:16][CH:17]=[CH:18][CH:19]=2)[C@@H:10]([O:20][CH2:21][C:22]2[CH:27]=[CH:26][CH:25]=[CH:24][CH:23]=2)[C@H:9]([O:28][CH2:29][C:30]2[CH:31]=[CH:32][CH:33]=[CH:34][CH:35]=2)[C@@H:8]([CH2:36][O:37][CH2:38][C:39]2[CH:40]=[CH:41][CH:42]=[CH:43][CH:44]=2)[O:7]1)[CH2:3][OH:4]. (2) Given the reactants C[O:2][C:3](=[O:16])[C@H:4]([CH2:9][C:10]1[CH:15]=[CH:14][CH:13]=[CH:12][CH:11]=1)[NH:5]C(=O)C, predict the reaction product. The product is: [NH2:5][C@H:4]([C:3]([OH:16])=[O:2])[CH2:9][C:10]1[CH:15]=[CH:14][CH:13]=[CH:12][CH:11]=1.